From a dataset of Reaction yield outcomes from USPTO patents with 853,638 reactions. Predict the reaction yield, written as a fraction of the theoretical maximum amount of product (1.0 means a 100% yield; for example, 0.34 means a 34% yield). (1) The reactants are FC(F)(F)S(O[C:7]1[C:16]([Cl:17])=[C:15]2[C:10]([CH2:11][CH2:12][NH:13][C:14]2=[O:18])=[CH:9][CH:8]=1)(=O)=O.[CH3:21][N:22]1[C:26](B2OC(C)(C)C(C)(C)O2)=[CH:25][CH:24]=[N:23]1.C([O-])([O-])=O.[Na+].[Na+]. The catalyst is CN(C=O)C.C1C=CC(P(C2C=CC=CC=2)[C-]2C=CC=C2)=CC=1.C1C=CC(P(C2C=CC=CC=2)[C-]2C=CC=C2)=CC=1.Cl[Pd]Cl.[Fe+2].C(Cl)Cl. The product is [Cl:17][C:16]1[C:7]([C:26]2[N:22]([CH3:21])[N:23]=[CH:24][CH:25]=2)=[CH:8][CH:9]=[C:10]2[C:15]=1[C:14](=[O:18])[NH:13][CH2:12][CH2:11]2. The yield is 0.200. (2) The yield is 0.763. The reactants are [Br:1][C:2]1[C:10]2[C:9](=[O:11])[NH:8][N:7]=[CH:6][C:5]=2[S:4][CH:3]=1.[N:12]1[CH:17]=[CH:16][CH:15]=[CH:14][C:13]=1[CH2:18][CH2:19]O. The product is [Br:1][C:2]1[C:10]2[C:9](=[O:11])[N:8]([CH2:19][CH2:18][C:13]3[CH:14]=[CH:15][CH:16]=[CH:17][N:12]=3)[N:7]=[CH:6][C:5]=2[S:4][CH:3]=1. No catalyst specified. (3) The reactants are Br[CH2:2][C:3]([OH:5])=O.CCN=C=NCCCN(C)C.[ClH:17].[NH2:18][C:19]1[CH:20]=[C:21]([C:26]2[N:27]([CH2:39][CH3:40])[C:28]3[C:33]([C:34]=2[C:35]#[N:36])=[CH:32][CH:31]=[C:30]([O:37][CH3:38])[CH:29]=3)[CH:22]=[CH:23][C:24]=1[OH:25]. The catalyst is C(#N)C. The product is [Cl:17][CH2:2][C:3]([NH:18][C:19]1[CH:20]=[C:21]([C:26]2[N:27]([CH2:39][CH3:40])[C:28]3[C:33]([C:34]=2[C:35]#[N:36])=[CH:32][CH:31]=[C:30]([O:37][CH3:38])[CH:29]=3)[CH:22]=[CH:23][C:24]=1[OH:25])=[O:5]. The yield is 0.600. (4) The reactants are [OH:1][C:2]1[CH:10]=[CH:9][CH:8]=[C:7]2[C:3]=1[C:4]1([C:24]3[C:15](=[CH:16][C:17]4[O:22][CH2:21][CH2:20][O:19][C:18]=4[CH:23]=3)[O:14][CH2:13]1)[C:5](=[O:12])[N:6]2[CH3:11].[CH2:25](Br)[C:26]1[CH:31]=[CH:30][CH:29]=[CH:28][CH:27]=1.C(=O)([O-])[O-].[Cs+].[Cs+]. The catalyst is CN(C)C=O. The product is [CH2:25]([O:1][C:2]1[CH:10]=[CH:9][CH:8]=[C:7]2[C:3]=1[C:4]1([C:24]3[C:15](=[CH:16][C:17]4[O:22][CH2:21][CH2:20][O:19][C:18]=4[CH:23]=3)[O:14][CH2:13]1)[C:5](=[O:12])[N:6]2[CH3:11])[C:26]1[CH:31]=[CH:30][CH:29]=[CH:28][CH:27]=1. The yield is 0.410. (5) The product is [CH2:14]([O:13][C:12]1[CH:11]=[C:10]2[C:5]([C:6]([O:21][C:22]3[CH:27]=[CH:26][C:25]([NH:28][C:29]([NH:39][C:40]4[S:41][CH:42]=[CH:43][N:44]=4)=[O:30])=[C:24]([F:38])[CH:23]=3)=[CH:7][CH:8]=[N:9]2)=[CH:4][C:3]=1[C:1]#[N:2])[C:15]1[CH:16]=[CH:17][CH:18]=[CH:19][CH:20]=1. The catalyst is CN(C)C=O. The reactants are [C:1]([C:3]1[CH:4]=[C:5]2[C:10](=[CH:11][C:12]=1[O:13][CH2:14][C:15]1[CH:20]=[CH:19][CH:18]=[CH:17][CH:16]=1)[N:9]=[CH:8][CH:7]=[C:6]2[O:21][C:22]1[CH:27]=[CH:26][C:25]([NH:28][C:29](=O)[O:30]C2C=CC=CC=2)=[C:24]([F:38])[CH:23]=1)#[N:2].[NH2:39][C:40]1[S:41][CH:42]=[CH:43][N:44]=1.C(N(C(C)C)CC)(C)C.O. The yield is 0.790. (6) The reactants are [OH:1][CH:2]([CH:7]1[CH2:16][CH2:15][C:14]2[C:9](=[CH:10][CH:11]=[C:12]([O:17][C:18]3[CH:23]=[CH:22][CH:21]=[CH:20][CH:19]=3)[CH:13]=2)[CH2:8]1)[C:3]([O:5][CH3:6])=[O:4].[CH3:24][C:25]([Si:28](Cl)([CH3:30])[CH3:29])([CH3:27])[CH3:26].N1C=CN=C1. The catalyst is CN(C=O)C.CCOC(C)=O. The product is [Si:28]([O:1][CH:2]([CH:7]1[CH2:16][CH2:15][C:14]2[C:9](=[CH:10][CH:11]=[C:12]([O:17][C:18]3[CH:19]=[CH:20][CH:21]=[CH:22][CH:23]=3)[CH:13]=2)[CH2:8]1)[C:3]([O:5][CH3:6])=[O:4])([C:25]([CH3:27])([CH3:26])[CH3:24])([CH3:30])[CH3:29]. The yield is 0.670. (7) The reactants are [NH:1]1[CH2:6][CH2:5][O:4][CH2:3][CH2:2]1.C(=O)([O-])[O-].[Na+].[Na+].Cl[C:14]1[N:19]=[CH:18][N:17]=[C:16]([O:20][C:21]2[CH:47]=[CH:46][CH:45]=[CH:44][C:22]=2[CH2:23][NH:24][C:25]([NH:27][C:28]2[N:32]([C:33]3[CH:38]=[CH:37][C:36]([CH3:39])=[CH:35][CH:34]=3)[N:31]=[C:30]([C:40]([CH3:43])([CH3:42])[CH3:41])[CH:29]=2)=[O:26])[C:15]=1[CH3:48]. The catalyst is C(O)C. The product is [CH3:48][C:15]1[C:16]([O:20][C:21]2[CH:47]=[CH:46][CH:45]=[CH:44][C:22]=2[CH2:23][NH:24][C:25]([NH:27][C:28]2[N:32]([C:33]3[CH:34]=[CH:35][C:36]([CH3:39])=[CH:37][CH:38]=3)[N:31]=[C:30]([C:40]([CH3:43])([CH3:42])[CH3:41])[CH:29]=2)=[O:26])=[N:17][CH:18]=[N:19][C:14]=1[N:1]1[CH2:6][CH2:5][O:4][CH2:3][CH2:2]1. The yield is 0.630. (8) The reactants are [Br:1][C:2]1[CH:7]=[CH:6][C:5]([NH:8][C:9]2[C:10]([CH2:19][OH:20])=[CH:11][C:12]3[NH:16][CH:15]=[N:14][C:13]=3[C:17]=2[F:18])=[C:4]([Cl:21])[CH:3]=1. The catalyst is O1CCCC1.CC(C)=O.O=[Mn]=O. The product is [Br:1][C:2]1[CH:7]=[CH:6][C:5]([NH:8][C:9]2[C:10]([CH:19]=[O:20])=[CH:11][C:12]3[NH:16][CH:15]=[N:14][C:13]=3[C:17]=2[F:18])=[C:4]([Cl:21])[CH:3]=1. The yield is 0.850. (9) The catalyst is C(OC(=O)C)(=O)C.C(O)(=O)C. The product is [F:22][C:10]1[C:9]([OH:8])=[CH:14][CH:13]=[C:12]([N+:15]([O-:17])=[O:16])[C:11]=1[CH2:18][C:19](=[O:21])[CH3:20]. The reactants are C([O:8][C:9]1[C:10]([F:22])=[C:11]([CH2:18][C:19](=[O:21])[CH3:20])[C:12]([N+:15]([O-:17])=[O:16])=[CH:13][CH:14]=1)C1C=CC=CC=1.Br. The yield is 0.800. (10) The reactants are Cl[C:2]1[CH:7]=[CH:6][N:5]=[C:4]2[CH:8]=[C:9]([C:11]([NH:13][N:14]([CH3:16])[CH3:15])=[O:12])[S:10][C:3]=12.[F:17][C:18]1[CH:23]=[C:22]([N+:24]([O-:26])=[O:25])[CH:21]=[CH:20][C:19]=1[OH:27].C([O-])([O-])=O.[K+].[K+].O(C1C=CC=CC=1)C1C=CC=CC=1. The catalyst is C(Cl)Cl. The product is [F:17][C:18]1[CH:23]=[C:22]([N+:24]([O-:26])=[O:25])[CH:21]=[CH:20][C:19]=1[O:27][C:2]1[CH:7]=[CH:6][N:5]=[C:4]2[CH:8]=[C:9]([C:11]([NH:13][N:14]([CH3:16])[CH3:15])=[O:12])[S:10][C:3]=12. The yield is 0.660.